This data is from Reaction yield outcomes from USPTO patents with 853,638 reactions. The task is: Predict the reaction yield, written as a fraction of the theoretical maximum amount of product (1.0 means a 100% yield; for example, 0.34 means a 34% yield). (1) The reactants are [Na].[NH:2]1[CH:6]=[CH:5][CH:4]=[N:3]1.[CH2:7](Br)[CH2:8][C:9]1[CH:14]=[CH:13][CH:12]=[CH:11][CH:10]=1. The catalyst is CCO.[Na+].[I-]. The product is [CH2:7]([N:2]1[CH:6]=[CH:5][CH:4]=[N:3]1)[CH2:8][C:9]1[CH:14]=[CH:13][CH:12]=[CH:11][CH:10]=1. The yield is 0.250. (2) The reactants are I[C:2]1[N:6]2[CH:7]=[C:8]([C:11]3[CH:16]=[CH:15][C:14]([C:17]([F:20])([F:19])[F:18])=[CH:13][CH:12]=3)[CH:9]=[CH:10][C:5]2=[N:4][CH:3]=1.[CH3:21][Si:22]([C:25]#[CH:26])([CH3:24])[CH3:23]. No catalyst specified. The product is [F:18][C:17]([F:20])([F:19])[C:14]1[CH:15]=[CH:16][C:11]([C:8]2[CH:9]=[CH:10][C:5]3[N:6]([C:2]([C:26]#[C:25][Si:22]([CH3:24])([CH3:23])[CH3:21])=[CH:3][N:4]=3)[CH:7]=2)=[CH:12][CH:13]=1. The yield is 0.890.